This data is from Full USPTO retrosynthesis dataset with 1.9M reactions from patents (1976-2016). The task is: Predict the reactants needed to synthesize the given product. The reactants are: CON(C)[C:4]([C:6]1[C:15](=[O:16])[C:14]2[C:9](=[CH:10][CH:11]=[CH:12][CH:13]=2)[N:8]([CH2:17][C:18]2[CH:23]=[CH:22][CH:21]=[C:20]([Br:24])[N:19]=2)[CH:7]=1)=[O:5].[Cl:26][C:27]1[S:31][C:30]([Mg]Br)=[CH:29][CH:28]=1. Given the product [Br:24][C:20]1[N:19]=[C:18]([CH2:17][N:8]2[C:9]3[C:14](=[CH:13][CH:12]=[CH:11][CH:10]=3)[C:15](=[O:16])[C:6]([C:4]([C:30]3[S:31][C:27]([Cl:26])=[CH:28][CH:29]=3)=[O:5])=[CH:7]2)[CH:23]=[CH:22][CH:21]=1, predict the reactants needed to synthesize it.